Dataset: Peptide-MHC class II binding affinity with 134,281 pairs from IEDB. Task: Regression. Given a peptide amino acid sequence and an MHC pseudo amino acid sequence, predict their binding affinity value. This is MHC class II binding data. (1) The peptide sequence is RYANPIAFFRKEPLK. The MHC is DRB1_1501 with pseudo-sequence DRB1_1501. The binding affinity (normalized) is 0.786. (2) The peptide sequence is LIGPTPVNIIGRNLLTQLGC. The MHC is HLA-DQA10501-DQB10201 with pseudo-sequence HLA-DQA10501-DQB10201. The binding affinity (normalized) is 0.209. (3) The peptide sequence is NFRFLTEKGMKNVFD. The MHC is DRB1_1501 with pseudo-sequence DRB1_1501. The binding affinity (normalized) is 0.149.